This data is from Full USPTO retrosynthesis dataset with 1.9M reactions from patents (1976-2016). The task is: Predict the reactants needed to synthesize the given product. (1) Given the product [CH3:2][O:3][C:4]1[CH:5]=[C:6]([C:12]2[C:13]([CH3:25])([CH3:24])[C:14](=[O:23])[N:15]([CH:17]3[CH2:22][CH2:21][N:20]([C:36]([C:32]4[CH:31]=[C:30]5[C:35](=[CH:34][CH:33]=4)[N:26]=[CH:27][CH:28]=[CH:29]5)=[O:37])[CH2:19][CH2:18]3)[N:16]=2)[CH:7]=[CH:8][C:9]=1[O:10][CH3:11], predict the reactants needed to synthesize it. The reactants are: Cl.[CH3:2][O:3][C:4]1[CH:5]=[C:6]([C:12]2[C:13]([CH3:25])([CH3:24])[C:14](=[O:23])[N:15]([CH:17]3[CH2:22][CH2:21][NH:20][CH2:19][CH2:18]3)[N:16]=2)[CH:7]=[CH:8][C:9]=1[O:10][CH3:11].[N:26]1[C:35]2[C:30](=[CH:31][C:32]([C:36](O)=[O:37])=[CH:33][CH:34]=2)[CH:29]=[CH:28][CH:27]=1. (2) Given the product [CH2:1]([C:8]1[CH:9]=[N:10][C:11]2[C:16]([C:17]=1[C:18]1[CH:19]=[C:20]([NH:24][CH2:32][C:31]3[CH:34]=[C:35]([N+:38]([O-:40])=[O:39])[CH:36]=[CH:37][C:30]=3[F:29])[CH:21]=[CH:22][CH:23]=1)=[CH:15][CH:14]=[CH:13][C:12]=2[C:25]([F:28])([F:26])[F:27])[C:2]1[CH:3]=[CH:4][CH:5]=[CH:6][CH:7]=1, predict the reactants needed to synthesize it. The reactants are: [CH2:1]([C:8]1[CH:9]=[N:10][C:11]2[C:16]([C:17]=1[C:18]1[CH:19]=[C:20]([NH2:24])[CH:21]=[CH:22][CH:23]=1)=[CH:15][CH:14]=[CH:13][C:12]=2[C:25]([F:28])([F:27])[F:26])[C:2]1[CH:7]=[CH:6][CH:5]=[CH:4][CH:3]=1.[F:29][C:30]1[CH:37]=[CH:36][C:35]([N+:38]([O-:40])=[O:39])=[CH:34][C:31]=1[CH:32]=O.